From a dataset of Catalyst prediction with 721,799 reactions and 888 catalyst types from USPTO. Predict which catalyst facilitates the given reaction. (1) Reactant: [CH2:1]([C:3]1[N:7]([C:8]2[C:9]([CH3:18])=[C:10]([CH:15]=[CH:16][CH:17]=2)[C:11](OC)=[O:12])[C:6]2[C:19]([CH3:23])=[CH:20][CH:21]=[CH:22][C:5]=2[N:4]=1)[CH3:2].[H-].[Al+3].[Li+].[H-].[H-].[H-].O.O.O.O.O.O.O.O.O.O.[O-]S([O-])(=O)=O.[Na+].[Na+]. Product: [CH2:1]([C:3]1[N:7]([C:8]2[C:9]([CH3:18])=[C:10]([CH2:11][OH:12])[CH:15]=[CH:16][CH:17]=2)[C:6]2[C:19]([CH3:23])=[CH:20][CH:21]=[CH:22][C:5]=2[N:4]=1)[CH3:2]. The catalyst class is: 841. (2) Reactant: Br[C:2]1[CH:7]=[C:6]([O:8][CH3:9])[C:5]([O:10][CH3:11])=[C:4]([F:12])[C:3]=1Br.[C:14]([Cu])#[N:15].[C-:17]#[N:18].[Na+]. Product: [F:12][C:4]1[C:5]([O:10][CH3:11])=[C:6]([O:8][CH3:9])[CH:7]=[C:2]([C:17]#[N:18])[C:3]=1[C:14]#[N:15]. The catalyst class is: 35.